Dataset: Forward reaction prediction with 1.9M reactions from USPTO patents (1976-2016). Task: Predict the product of the given reaction. Given the reactants [C:1]1([CH:11]=O)[C:10]2[C:5](=[CH:6][CH:7]=[CH:8][CH:9]=2)[CH:4]=[CH:3][CH:2]=1.Cl.Cl.[NH:15]1[CH2:19][CH2:18][C@@H:17]([NH:20][C:21]2[N:22]=[CH:23][C:24](/[CH:27]=[CH:28]/[C:29]([O:31][CH3:32])=[O:30])=[N:25][CH:26]=2)[CH2:16]1.CCN(C(C)C)C(C)C.C(O[BH-](OC(=O)C)OC(=O)C)(=O)C.[Na+], predict the reaction product. The product is: [C:1]1([CH2:11][N:15]2[CH2:19][CH2:18][C@@H:17]([NH:20][C:21]3[N:22]=[CH:23][C:24](/[CH:27]=[CH:28]/[C:29]([O:31][CH3:32])=[O:30])=[N:25][CH:26]=3)[CH2:16]2)[C:10]2[C:5](=[CH:6][CH:7]=[CH:8][CH:9]=2)[CH:4]=[CH:3][CH:2]=1.